From a dataset of Full USPTO retrosynthesis dataset with 1.9M reactions from patents (1976-2016). Predict the reactants needed to synthesize the given product. (1) Given the product [NH2:8][C:9]1[S:13][C:12]([C:14]2[C:15]([CH3:21])=[CH:16][CH:17]=[CH:18][C:19]=2[CH3:20])=[N:11][C:10]=1[C:22]([NH:25][C:26]1[CH:27]=[N:28][CH:29]=[CH:30][C:31]=1[N:32]1[CH2:37][CH2:36][CH2:35][C@H:34]([NH2:38])[CH2:33]1)=[O:24], predict the reactants needed to synthesize it. The reactants are: C(OC([NH:8][C:9]1[S:13][C:12]([C:14]2[C:19]([CH3:20])=[CH:18][CH:17]=[CH:16][C:15]=2[CH3:21])=[N:11][C:10]=1[C:22]([OH:24])=O)=O)(C)(C)C.[NH2:25][C:26]1[CH:27]=[N:28][CH:29]=[CH:30][C:31]=1[N:32]1[CH2:37][CH2:36][CH2:35][C@H:34]([NH:38]C(=O)OC(C)(C)C)[CH2:33]1. (2) Given the product [Cl:1][C:2]1[CH:3]=[C:4]([S:9]([N:13]2[CH2:18][CH2:17][CH:16]([CH2:19][NH:20][C:21](=[O:27])[O:22][C:23]([CH3:25])([CH3:24])[CH3:26])[CH2:15][CH2:14]2)(=[O:11])=[O:10])[CH:5]=[CH:6][C:7]=1[Cl:8], predict the reactants needed to synthesize it. The reactants are: [Cl:1][C:2]1[CH:3]=[C:4]([S:9](Cl)(=[O:11])=[O:10])[CH:5]=[CH:6][C:7]=1[Cl:8].[NH:13]1[CH2:18][CH2:17][CH:16]([CH2:19][NH:20][C:21](=[O:27])[O:22][C:23]([CH3:26])([CH3:25])[CH3:24])[CH2:15][CH2:14]1.C(N(CC)CC)C.CO. (3) The reactants are: C(Cl)(=O)C(Cl)=O.CS(C)=O.[C:11]([O:15][C:16]([NH:18][C@@H:19]([CH2:22][C:23]1[CH:28]=[CH:27][CH:26]=[CH:25][CH:24]=1)[CH2:20][OH:21])=[O:17])([CH3:14])([CH3:13])[CH3:12].C(N(CC)CC)C. Given the product [C:11]([O:15][C:16]([NH:18][C@@H:19]([CH2:22][C:23]1[CH:24]=[CH:25][CH:26]=[CH:27][CH:28]=1)[CH:20]=[O:21])=[O:17])([CH3:14])([CH3:12])[CH3:13], predict the reactants needed to synthesize it. (4) Given the product [C:35]([O:34][C:32]([N:24]1[C@@H:19]([CH2:18][O:17][CH2:10][C:11]2[CH:12]=[CH:13][CH:14]=[CH:15][CH:16]=2)[CH2:20][O:21][C@@H:22]([O:26][CH2:27][C:28]([CH3:30])([CH3:29])[CH3:31])[C@@H:23]1[CH3:25])=[O:33])([CH3:38])([CH3:37])[CH3:36], predict the reactants needed to synthesize it. The reactants are: C(N(CC)C(C)C)(C)C.[CH2:10]([O:17][CH2:18][C@@H:19]1[NH:24][C@@H:23]([CH3:25])[C@H:22]([O:26][CH2:27][C:28]([CH3:31])([CH3:30])[CH3:29])[O:21][CH2:20]1)[C:11]1[CH:16]=[CH:15][CH:14]=[CH:13][CH:12]=1.[C:32](O[C:32]([O:34][C:35]([CH3:38])([CH3:37])[CH3:36])=[O:33])([O:34][C:35]([CH3:38])([CH3:37])[CH3:36])=[O:33]. (5) Given the product [CH3:3][N:8]1[C:16]2[C:11](=[CH:12][CH:13]=[CH:14][CH:15]=2)[C:10]([C:17]2[CH2:18][CH2:19][N:20]([CH2:23][CH2:24][N:25]3[C:34](=[O:35])[C:33]4[C:28](=[CH:29][CH:30]=[CH:31][CH:32]=4)[N:27]=[CH:26]3)[CH2:21][CH:22]=2)=[CH:9]1, predict the reactants needed to synthesize it. The reactants are: [H-].[Na+].[CH2:3]1COCC1.[NH:8]1[C:16]2[C:11](=[CH:12][CH:13]=[CH:14][CH:15]=2)[C:10]([C:17]2[CH2:18][CH2:19][N:20]([CH2:23][CH2:24][N:25]3[C:34](=[O:35])[C:33]4[C:28](=[CH:29][CH:30]=[CH:31][CH:32]=4)[N:27]=[CH:26]3)[CH2:21][CH:22]=2)=[CH:9]1.IC.